From a dataset of Reaction yield outcomes from USPTO patents with 853,638 reactions. Predict the reaction yield, written as a fraction of the theoretical maximum amount of product (1.0 means a 100% yield; for example, 0.34 means a 34% yield). The reactants are [NH:1]1[CH2:6][CH2:5][NH:4][CH2:3][CH2:2]1.C(N(CC)CC)C.[F:14][C:15]1[CH:16]=[CH:17][C:18]([CH3:25])=[C:19]([S:21](Cl)(=[O:23])=[O:22])[CH:20]=1. The catalyst is C(OCC)C.CCOC(C)=O.C([O-])(O)=O.[Na+]. The product is [F:14][C:15]1[CH:16]=[CH:17][C:18]([CH3:25])=[C:19]([S:21]([N:1]2[CH2:6][CH2:5][NH:4][CH2:3][CH2:2]2)(=[O:23])=[O:22])[CH:20]=1. The yield is 0.550.